Dataset: Full USPTO retrosynthesis dataset with 1.9M reactions from patents (1976-2016). Task: Predict the reactants needed to synthesize the given product. (1) The reactants are: [CH2:1]([O:3][CH:4]([O:20][CH2:21][CH3:22])[CH2:5][O:6][C@H:7]([CH2:17][CH:18]=[CH2:19])[CH2:8][O:9][CH2:10][C:11]1[CH:16]=[CH:15][CH:14]=[CH:13][CH:12]=1)[CH3:2].[C:23]([O:27][CH3:28])(=[O:26])C=C. Given the product [CH2:10]([O:9][CH2:8][C@H:7]([O:6][CH2:5][CH:4]([O:3][CH2:1][CH3:2])[O:20][CH2:21][CH3:22])[CH2:17]/[CH:18]=[CH:19]/[C:23]([O:27][CH3:28])=[O:26])[C:11]1[CH:16]=[CH:15][CH:14]=[CH:13][CH:12]=1, predict the reactants needed to synthesize it. (2) The reactants are: [C:1]([C:3]1[CH:12]=[CH:11][CH:10]=[C:9]2[C:4]=1[CH2:5][CH2:6][CH2:7][C@@H:8]2[NH:13][C:14](=[O:20])[O:15][C:16]([CH3:19])([CH3:18])[CH3:17])#[N:2].Cl.[NH2:22][OH:23].CCN(CC)CC. Given the product [OH:23][NH:22][C:1]([C:3]1[CH:12]=[CH:11][CH:10]=[C:9]2[C:4]=1[CH2:5][CH2:6][CH2:7][C@@H:8]2[NH:13][C:14](=[O:20])[O:15][C:16]([CH3:18])([CH3:17])[CH3:19])=[NH:2], predict the reactants needed to synthesize it. (3) Given the product [F:20][C@@:11]1([C:16]([O:18][CH3:19])=[O:17])[C@@H:12]2[C@H:10]1[C:9](=[O:8])[CH2:14][C@H:13]2[OH:15], predict the reactants needed to synthesize it. The reactants are: [Si]([O:8][C@@H:9]1[CH2:14][C:13](=[O:15])[C@@H:12]2[C@H:10]1[C@@:11]2([F:20])[C:16]([O:18][CH3:19])=[O:17])(C(C)(C)C)(C)C.Cl.